Dataset: Full USPTO retrosynthesis dataset with 1.9M reactions from patents (1976-2016). Task: Predict the reactants needed to synthesize the given product. (1) Given the product [Br:35][CH2:32][CH2:31][NH:30][C:6]1[CH:7]=[C:8]([NH:11][C:12](=[O:29])[C:13]2[CH:18]=[CH:17][CH:16]=[N:15][C:14]=2[NH:19][C:20]2[CH:28]=[C:27]3[C:23]([CH:24]=[N:25][NH:26]3)=[CH:22][CH:21]=2)[CH:9]=[CH:10][C:5]=1[C:1]([CH3:2])([CH3:3])[CH3:4], predict the reactants needed to synthesize it. The reactants are: [C:1]([C:5]1[CH:10]=[CH:9][C:8]([NH:11][C:12](=[O:29])[C:13]2[CH:18]=[CH:17][CH:16]=[N:15][C:14]=2[NH:19][C:20]2[CH:28]=[C:27]3[C:23]([CH:24]=[N:25][NH:26]3)=[CH:22][CH:21]=2)=[CH:7][C:6]=1[NH:30][CH2:31][CH2:32]O)([CH3:4])([CH3:3])[CH3:2].C(Br)(Br)(Br)[Br:35].C1(P(C(P(C2C=CC=CC=2)C2C=CC=CC=2)(C)C)C2C=CC=CC=2)C=CC=CC=1. (2) Given the product [CH3:1][C:2]([CH3:33])([CH3:32])[C@@H:3]([OH:31])[C:4]([N:6]1[CH2:30][CH2:29][CH2:28][C@H:7]1[C:8]([NH:10][CH2:11][C:12]1[CH:17]=[C:16]([Cl:18])[CH:15]=[CH:14][C:13]=1[CH2:19][NH2:20])=[O:9])=[O:5], predict the reactants needed to synthesize it. The reactants are: [CH3:1][C:2]([CH3:33])([CH3:32])[C@@H:3]([OH:31])[C:4]([N:6]1[CH2:30][CH2:29][CH2:28][C@H:7]1[C:8]([NH:10][CH2:11][C:12]1[CH:17]=[C:16]([Cl:18])[CH:15]=[CH:14][C:13]=1[CH2:19][NH:20]C(OC(C)(C)C)=O)=[O:9])=[O:5].Cl.